Dataset: Full USPTO retrosynthesis dataset with 1.9M reactions from patents (1976-2016). Task: Predict the reactants needed to synthesize the given product. (1) Given the product [CH3:1][C:2]1[N:3]=[C:4]([NH:11][C:12]([N:32]2[CH2:31][CH2:30][N:29]([C:24]3[CH:23]=[C:22]([Cl:21])[CH:27]=[C:26]([Cl:28])[CH:25]=3)[CH2:34][CH2:33]2)=[O:20])[C:5]([O:9][CH3:10])=[N:6][C:7]=1[CH3:8], predict the reactants needed to synthesize it. The reactants are: [CH3:1][C:2]1[N:3]=[C:4]([NH:11][C:12](=[O:20])OC2C=CC=CC=2)[C:5]([O:9][CH3:10])=[N:6][C:7]=1[CH3:8].[Cl:21][C:22]1[CH:23]=[C:24]([N:29]2[CH2:34][CH2:33][NH:32][CH2:31][CH2:30]2)[CH:25]=[C:26]([Cl:28])[CH:27]=1. (2) Given the product [CH3:1][C:2]1[C@@H:19]([O:20][C:21]([C@H:23]([OH:40])[C@@H:24]([NH:31][C:32]([C:34]2[CH:39]=[CH:38][CH:37]=[CH:36][CH:35]=2)=[O:33])[C:25]2[CH:26]=[CH:27][CH:28]=[CH:29][CH:30]=2)=[O:22])[CH2:18][C@:14]2([OH:41])[C:15]([CH3:16])([CH3:17])[C:3]=1[C@@H:4]([O:59][C:60]([CH3:62])=[O:61])[C:5]([C@@:7]1([CH3:58])[C@H:12]([C@@H:13]2[O:42][C:43]([C:45]2[CH:50]=[CH:49][CH:48]=[CH:47][CH:46]=2)=[O:44])[C@:11]2([O:53][C:54]([CH3:56])=[O:55])[CH2:51][O:52][C@@H:10]2[CH2:9][C@@H:8]1[OH:57])=[O:6].[CH3:65][CH:64]([CH2:66][CH2:67][CH2:68][C@H:69]([C@@H:71]1[C@:89]2([CH3:90])[C@H:74]([C@H:75]3[C@H:86]([CH2:87][CH2:88]2)[C@:84]2([CH3:85])[C:78]([CH2:79][C@H:80]([CH2:82][CH2:83]2)[OH:81])=[CH:77][CH2:76]3)[CH2:73][CH2:72]1)[CH3:70])[CH3:63], predict the reactants needed to synthesize it. The reactants are: [CH3:1][C:2]1[C@@H:19]([O:20][C:21]([C@H:23]([OH:40])[C@@H:24]([NH:31][C:32]([C:34]2[CH:35]=[CH:36][CH:37]=[CH:38][CH:39]=2)=[O:33])[C:25]2[CH:26]=[CH:27][CH:28]=[CH:29][CH:30]=2)=[O:22])[CH2:18][C@:14]2([OH:41])[C:15]([CH3:17])([CH3:16])[C:3]=1[C@@H:4]([O:59][C:60]([CH3:62])=[O:61])[C:5]([C@@:7]1([CH3:58])[C@H:12]([C@@H:13]2[O:42][C:43]([C:45]2[CH:46]=[CH:47][CH:48]=[CH:49][CH:50]=2)=[O:44])[C@:11]2([O:53][C:54]([CH3:56])=[O:55])[CH2:51][O:52][C@@H:10]2[CH2:9][C@@H:8]1[OH:57])=[O:6].[CH3:63][CH:64]([CH2:66][CH2:67][CH2:68][C@H:69]([C@@H:71]1[C@:89]2([CH3:90])[C@H:74]([C@H:75]3[C@H:86]([CH2:87][CH2:88]2)[C@:84]2([CH3:85])[C:78]([CH2:79][C@H:80]([CH2:82][CH2:83]2)[OH:81])=[CH:77][CH2:76]3)[CH2:73][CH2:72]1)[CH3:70])[CH3:65].